From a dataset of Reaction yield outcomes from USPTO patents with 853,638 reactions. Predict the reaction yield, written as a fraction of the theoretical maximum amount of product (1.0 means a 100% yield; for example, 0.34 means a 34% yield). (1) The reactants are [CH2:1]([N:8]1[CH2:13][N:12](CC2C=CC(OC)=CC=2OC)[CH2:11][N:10]([C:25]2[CH:26]=[N:27][N:28]([CH2:30][C:31]3[C:32]([CH3:37])=[N:33][O:34][C:35]=3[CH3:36])[CH:29]=2)[C:9]1=[O:38])[C:2]1[CH:7]=[CH:6][CH:5]=[CH:4][CH:3]=1.C1(OC)C=CC=CC=1.FC(F)(F)C(O)=O.ClCCl. The catalyst is ClCCl. The product is [CH2:1]([N:8]1[CH2:13][NH:12][CH2:11][N:10]([C:25]2[CH:26]=[N:27][N:28]([CH2:30][C:31]3[C:32]([CH3:37])=[N:33][O:34][C:35]=3[CH3:36])[CH:29]=2)[C:9]1=[O:38])[C:2]1[CH:3]=[CH:4][CH:5]=[CH:6][CH:7]=1. The yield is 0.620. (2) The reactants are [Cl:1][C:2]1[CH:7]=[CH:6][C:5]([C@@H:8]2[CH2:13][CH2:12][N:11](C)[CH2:10][C@H:9]2[C:15]([O:17][CH3:18])=[O:16])=[CH:4][CH:3]=1.ClC(OC(Cl)C)=O.C(N(CC)CC)C.[C:41](O[C:41]([O:43][C:44]([CH3:47])([CH3:46])[CH3:45])=[O:42])([O:43][C:44]([CH3:47])([CH3:46])[CH3:45])=[O:42]. The catalyst is ClCCCl. The product is [Cl:1][C:2]1[CH:7]=[CH:6][C:5]([C@@H:8]2[CH2:13][CH2:12][N:11]([C:41]([O:43][C:44]([CH3:45])([CH3:46])[CH3:47])=[O:42])[CH2:10][C@H:9]2[C:15]([O:17][CH3:18])=[O:16])=[CH:4][CH:3]=1. The yield is 0.400.